The task is: Predict the product of the given reaction.. This data is from Forward reaction prediction with 1.9M reactions from USPTO patents (1976-2016). (1) Given the reactants [C:1](O[BH-](OC(=O)C)OC(=O)C)(=O)C.[Na+].[CH3:15][C@@H:16]1[NH:21][CH2:20][CH2:19][N:18]([C:22]2[CH:31]=[CH:30][C:25]([C:26]([O:28][CH3:29])=[O:27])=[CH:24][CH:23]=2)[CH2:17]1.C=O.C(O)(=O)C.C([O-])(O)=O.[Na+], predict the reaction product. The product is: [CH3:15][C@@H:16]1[N:21]([CH3:1])[CH2:20][CH2:19][N:18]([C:22]2[CH:31]=[CH:30][C:25]([C:26]([O:28][CH3:29])=[O:27])=[CH:24][CH:23]=2)[CH2:17]1. (2) Given the reactants [C:1]([C:5]1[CH:23]=[C:8]2[N:9]=[C:10]([CH3:22])[C:11]([CH:14]([CH2:19][CH2:20][CH3:21])[C:15]([O:17][CH3:18])=[O:16])=[C:12](Cl)[N:7]2[N:6]=1)([CH3:4])([CH3:3])[CH3:2].C(N([CH:30]([CH3:32])[CH3:31])CC)(C)C.CO[CH2:35][CH2:36]OC.O, predict the reaction product. The product is: [C:1]([C:5]1[CH:23]=[C:8]2[N:9]=[C:10]([CH3:22])[C:11]([CH:14]([CH2:19][CH2:20][CH3:21])[C:15]([O:17][CH3:18])=[O:16])=[C:12]([C:36]3[CH:35]=[CH:23][C:5]([CH:30]([CH3:31])[CH3:32])=[CH:1][CH:2]=3)[N:7]2[N:6]=1)([CH3:4])([CH3:3])[CH3:2]. (3) Given the reactants [Cl:1][C:2]1[CH:29]=[CH:28][C:5]([CH2:6][NH:7][C:8]([C:10]2[C:11](=[O:27])[C:12]3[C:13]4[N:14]([CH:26]=2)[CH2:15][C:16](=[O:25])[N:17]([CH3:24])[C:18]=4[CH:19]=[C:20]([CH2:22]Cl)[CH:21]=3)=[O:9])=[CH:4][CH:3]=1.[CH3:30][NH:31][CH2:32][CH:33]([C:35]1[N:40]=[CH:39][CH:38]=[CH:37][N:36]=1)[OH:34].CN(C=O)C.C(N(C(C)C)CC)(C)C, predict the reaction product. The product is: [Cl:1][C:2]1[CH:3]=[CH:4][C:5]([CH2:6][NH:7][C:8]([C:10]2[C:11](=[O:27])[C:12]3[C:13]4[N:14]([CH:26]=2)[CH2:15][C:16](=[O:25])[N:17]([CH3:24])[C:18]=4[CH:19]=[C:20]([CH2:22][N:31]([CH2:32][CH:33]([OH:34])[C:35]2[N:36]=[CH:37][CH:38]=[CH:39][N:40]=2)[CH3:30])[CH:21]=3)=[O:9])=[CH:28][CH:29]=1. (4) Given the reactants Cl[C:2]1[CH:7]=[CH:6][N:5]=[C:4]([S:8][CH3:9])[N:3]=1.[Cl:10][C:11]1[CH:16]=[CH:15][C:14](B(O)O)=[CH:13][CH:12]=1.C(=O)([O-])[O-].[Na+].[Na+], predict the reaction product. The product is: [Cl:10][C:11]1[CH:16]=[CH:15][C:14]([C:2]2[CH:7]=[CH:6][N:5]=[C:4]([S:8][CH3:9])[N:3]=2)=[CH:13][CH:12]=1. (5) Given the reactants [S:1]1[C:5]2[CH:6]=[CH:7][CH:8]=[CH:9][C:4]=2[N:3]=[C:2]1[C:10]1[C:11](O)=[N:12][C:13]([CH:17]2[CH2:22][CH2:21][N:20]([C:23]([O:25][C:26]([CH3:29])([CH3:28])[CH3:27])=[O:24])[CH2:19][CH2:18]2)=[N:14][C:15]=1[OH:16].P(Cl)(Cl)([Cl:33])=O.C(N(CC)C(C)C)(C)C, predict the reaction product. The product is: [S:1]1[C:5]2[CH:6]=[CH:7][CH:8]=[CH:9][C:4]=2[N:3]=[C:2]1[C:10]1[C:11]([Cl:33])=[N:12][C:13]([CH:17]2[CH2:22][CH2:21][N:20]([C:23]([O:25][C:26]([CH3:29])([CH3:28])[CH3:27])=[O:24])[CH2:19][CH2:18]2)=[N:14][C:15]=1[OH:16]. (6) Given the reactants Br[C:2]1[CH:7]=[CH:6][C:5]([C:8]2[CH:9]=[C:10]3[C:14](=[CH:15][CH:16]=2)[N:13]([CH3:17])[N:12]=[CH:11]3)=[CH:4][CH:3]=1.C([O-])(=O)C.[K+].[B:23]1([B:23]2[O:27][C:26]([CH3:29])([CH3:28])[C:25]([CH3:31])([CH3:30])[O:24]2)[O:27][C:26]([CH3:29])([CH3:28])[C:25]([CH3:31])([CH3:30])[O:24]1, predict the reaction product. The product is: [CH3:17][N:13]1[C:14]2[C:10](=[CH:9][C:8]([C:5]3[CH:6]=[CH:7][C:2]([B:23]4[O:27][C:26]([CH3:29])([CH3:28])[C:25]([CH3:31])([CH3:30])[O:24]4)=[CH:3][CH:4]=3)=[CH:16][CH:15]=2)[CH:11]=[N:12]1. (7) Given the reactants [CH3:1][C:2]1[NH:3][C:4]2[C:9]([CH:10]=1)=[CH:8][CH:7]=[CH:6][CH:5]=2.Cl[C:12]1[C:16]2[CH:17]=[CH:18][C:19]([F:21])=[CH:20][C:15]=2[S:14](=[O:23])(=[O:22])[N:13]=1, predict the reaction product. The product is: [F:21][C:19]1[CH:18]=[CH:17][C:16]2[C:12]([C:10]3[C:9]4[C:4](=[CH:5][CH:6]=[CH:7][CH:8]=4)[NH:3][C:2]=3[CH3:1])=[N:13][S:14](=[O:23])(=[O:22])[C:15]=2[CH:20]=1. (8) Given the reactants [C:1]1([C:7]2[NH:11][N:10]=[N:9][N:8]=2)[CH:6]=[CH:5][CH:4]=[CH:3][CH:2]=1.Cl[C:13]([C:26]1[CH:31]=[CH:30][CH:29]=[CH:28][CH:27]=1)([C:20]1[CH:25]=[CH:24][CH:23]=[CH:22][CH:21]=1)[C:14]1[CH:19]=[CH:18][CH:17]=[CH:16][CH:15]=1, predict the reaction product. The product is: [C:1]1([C:7]2[N:11]([C:13]([C:14]3[CH:19]=[CH:18][CH:17]=[CH:16][CH:15]=3)([C:26]3[CH:27]=[CH:28][CH:29]=[CH:30][CH:31]=3)[C:20]3[CH:21]=[CH:22][CH:23]=[CH:24][CH:25]=3)[N:10]=[N:9][N:8]=2)[CH:2]=[CH:3][CH:4]=[CH:5][CH:6]=1. (9) Given the reactants [NH2:1][C:2]1[C:11](/[CH:12]=[CH:13]/[C:14]([O:16][C:17]([CH3:20])([CH3:19])[CH3:18])=[O:15])=[CH:10][C:9]2[CH2:8][CH2:7][CH2:6][CH2:5][C:4]=2[C:3]=1[C:21]([O:23][CH3:24])=[O:22].[C:25]1([S:31](Cl)(=[O:33])=[O:32])[CH:30]=[CH:29][CH:28]=[CH:27][CH:26]=1, predict the reaction product. The product is: [C:17]([O:16][C:14](=[O:15])/[CH:13]=[CH:12]/[C:11]1[C:2]([NH:1][S:31]([C:25]2[CH:30]=[CH:29][CH:28]=[CH:27][CH:26]=2)(=[O:33])=[O:32])=[C:3]([C:21]([O:23][CH3:24])=[O:22])[C:4]2[CH2:5][CH2:6][CH2:7][CH2:8][C:9]=2[CH:10]=1)([CH3:20])([CH3:19])[CH3:18].